Dataset: Forward reaction prediction with 1.9M reactions from USPTO patents (1976-2016). Task: Predict the product of the given reaction. (1) Given the reactants [CH3:1][O:2][C:3]1[N:8]=[C:7]([O:9][CH3:10])[C:6]([C:11]2[CH:20]=[C:19]3[C:14]([C:15](Cl)=[C:16]([C:21]([NH2:23])=[O:22])[CH:17]=[N:18]3)=[CH:13][CH:12]=2)=[CH:5][N:4]=1.[NH2:25][C:26]1[CH:27]=[C:28]([C:38]([O:40][CH3:41])=[O:39])[C:29]([C:32]2[CH:37]=[CH:36][CH:35]=[CH:34][CH:33]=2)=[CH:30][CH:31]=1, predict the reaction product. The product is: [NH2:23][C:21]([C:16]1[CH:17]=[N:18][C:19]2[C:14]([C:15]=1[NH:25][C:26]1[CH:27]=[C:28]([C:38]([O:40][CH3:41])=[O:39])[C:29]([C:32]3[CH:37]=[CH:36][CH:35]=[CH:34][CH:33]=3)=[CH:30][CH:31]=1)=[CH:13][CH:12]=[C:11]([C:6]1[C:7]([O:9][CH3:10])=[N:8][C:3]([O:2][CH3:1])=[N:4][CH:5]=1)[CH:20]=2)=[O:22]. (2) The product is: [C:1]([C:4]1[CH:5]=[C:6]([CH:7]=[CH:8][CH:9]=1)[CH2:10][CH2:11][C:12]1[C:17]([C:18]([F:21])([F:19])[F:20])=[CH:16][N:15]=[C:14]([NH:22][C:23]2[CH:28]=[CH:27][C:26]([CH:29]3[CH2:30][CH2:31][N:32]([C:35]([O:37][C:38]([CH3:39])([CH3:40])[CH3:41])=[O:36])[CH2:33][CH2:34]3)=[CH:25][C:24]=2[O:42][CH3:43])[N:13]=1)(=[O:3])[NH2:2]. Given the reactants [C:1]([C:4]1[CH:5]=[C:6]([C:10]#[C:11][C:12]2[C:17]([C:18]([F:21])([F:20])[F:19])=[CH:16][N:15]=[C:14]([NH:22][C:23]3[CH:28]=[CH:27][C:26]([CH:29]4[CH2:34][CH2:33][N:32]([C:35]([O:37][C:38]([CH3:41])([CH3:40])[CH3:39])=[O:36])[CH2:31][CH2:30]4)=[CH:25][C:24]=3[O:42][CH3:43])[N:13]=2)[CH:7]=[CH:8][CH:9]=1)(=[O:3])[NH2:2], predict the reaction product. (3) Given the reactants [O:1]=[C:2]1[N:10]([CH2:11][CH2:12][CH3:13])[C:9]2[N:8]=[C:7]([C:14]34[CH:20]5[CH:21]6[CH:15]3[CH:16]3[CH:19]4[CH:18]5[C:17]36[C:22](O)=[O:23])[NH:6][C:5]=2[C:4](=[O:25])[N:3]1[CH2:26][CH2:27][CH3:28].CN(C(ON1N=NC2C=CC=NC1=2)=[N+](C)C)C.F[P-](F)(F)(F)(F)F.CCN(C(C)C)C(C)C.[BH4-].[Na+].Cl, predict the reaction product. The product is: [OH:23][CH2:22][C:17]12[CH:18]3[CH:19]4[C:14]5([C:7]6[NH:6][C:5]7[C:4](=[O:25])[N:3]([CH2:26][CH2:27][CH3:28])[C:2](=[O:1])[N:10]([CH2:11][CH2:12][CH3:13])[C:9]=7[N:8]=6)[CH:20]3[CH:21]1[CH:15]5[CH:16]24.